From a dataset of Forward reaction prediction with 1.9M reactions from USPTO patents (1976-2016). Predict the product of the given reaction. (1) Given the reactants [H-].[Na+].[C:3]([O:7][C:8]([N:10]1[CH2:17][CH2:16][C:13]2([CH2:15][CH2:14]2)[C@@H:12]([O:18][C:19]2[N:24]=[C:23]([C:25]3[C:33]4[C:28](=[CH:29][CH:30]=[C:31]([CH2:34][C:35]([O:37][CH:38]([CH3:40])[CH3:39])=[O:36])[CH:32]=4)[N:27]([C:41](OC(C)(C)C)=O)[N:26]=3)[CH:22]=[N:21][CH:20]=2)[CH2:11]1)=[O:9])([CH3:6])([CH3:5])[CH3:4].I[CH3:49], predict the reaction product. The product is: [CH:38]([O:37][C:35](=[O:36])[CH:34]([C:31]1[CH:32]=[C:33]2[C:28](=[CH:29][CH:30]=1)[N:27]([CH3:41])[N:26]=[C:25]2[C:23]1[N:24]=[C:19]([O:18][C@H:12]2[CH2:11][N:10]([C:8]([O:7][C:3]([CH3:5])([CH3:4])[CH3:6])=[O:9])[CH2:17][CH2:16][C:13]32[CH2:14][CH2:15]3)[CH:20]=[N:21][CH:22]=1)[CH3:49])([CH3:39])[CH3:40]. (2) Given the reactants S([O:6][CH3:7])(OC)(=O)=O.NC1[C:10]([C:20](O)=[O:21])=[CH:11][C:12]2[C:17]([CH:18]=1)=[CH:16][CH:15]=[C:14]([Br:19])[CH:13]=2.C(=O)([O-])[O-].[K+].[K+].IC.[H-].[Na+].[CH3:33][N:34]([CH:36]=O)[CH3:35], predict the reaction product. The product is: [Br:19][C:14]1[CH:13]=[C:12]2[C:17]([CH:18]=[C:36]([N:34]([CH3:33])[CH3:35])[C:10]([C:20]([O:6][CH3:7])=[O:21])=[CH:11]2)=[CH:16][CH:15]=1. (3) Given the reactants [CH3:1][O:2][C:3]1[CH:30]=[C:29]([O:31][CH3:32])[CH:28]=[CH:27][C:4]=1[CH2:5][N:6]1[C:10](=[O:11])[CH2:9][N:8]([CH2:12][C:13]2[S:14][C:15]([CH:18]([OH:24])[CH2:19][CH2:20][CH:21]([CH3:23])[CH3:22])=[CH:16][CH:17]=2)[S:7]1(=[O:26])=[O:25].C[N+]1([O-])CCOCC1, predict the reaction product. The product is: [CH3:1][O:2][C:3]1[CH:30]=[C:29]([O:31][CH3:32])[CH:28]=[CH:27][C:4]=1[CH2:5][N:6]1[C:10](=[O:11])[CH2:9][N:8]([CH2:12][C:13]2[S:14][C:15]([C:18](=[O:24])[CH2:19][CH2:20][CH:21]([CH3:23])[CH3:22])=[CH:16][CH:17]=2)[S:7]1(=[O:25])=[O:26]. (4) The product is: [N:17]1([C:7]2[C:6]3[CH:1]=[CH:2][CH:3]=[CH:4][C:5]=3[S:11][C:10]3[CH:12]=[CH:13][CH:14]=[CH:15][C:9]=3[N:8]=2)[CH2:22][CH2:21][NH:20][CH2:19][CH2:18]1. Given the reactants [CH:1]1[C:6]2[C:7](=O)[NH:8][C:9]3[CH:15]=[CH:14][CH:13]=[CH:12][C:10]=3[S:11][C:5]=2[CH:4]=[CH:3][CH:2]=1.[NH:17]1[CH2:22][CH2:21][NH:20][CH2:19][CH2:18]1, predict the reaction product. (5) Given the reactants [CH3:1][C:2]1[S:6][C:5]([NH:7][C:8]([C:10]2[CH:11]=[CH:12][C:13]([N:16]3[CH2:21][CH2:20][CH:19](C4C=CC=C(C(F)(F)F)C=4)[CH2:18][CH2:17]3)=[N:14][CH:15]=2)=[O:9])=[N:4][C:3]=1[C:32]1[CH:37]=[CH:36][CH:35]=[CH:34][CH:33]=1.[C:38](=[O:41])([OH:40])[NH2:39].ClC1C=[CH:62][C:46]([C:47](NC2SC(C)=[C:47]([C:46]3[CH:62]=CC=C[CH:45]=3)N=2)=O)=[CH:45]N=1.N1CCC(NC(=O)O)CC1, predict the reaction product. The product is: [C:46]([O:41][C:38](=[O:40])[NH:39][CH:19]1[CH2:20][CH2:21][N:16]([C:13]2[CH:12]=[CH:11][C:10]([C:8](=[O:9])[NH:7][C:5]3[S:6][C:2]([CH3:1])=[C:3]([C:32]4[CH:37]=[CH:36][CH:35]=[CH:34][CH:33]=4)[N:4]=3)=[CH:15][N:14]=2)[CH2:17][CH2:18]1)([CH3:62])([CH3:47])[CH3:45]. (6) The product is: [CH2:1]([C:8]1[C:9](=[O:16])[NH:10][C:11]([S:15][CH2:23][CH3:24])=[N:12][C:13]=1[CH3:14])[C:2]1[CH:3]=[CH:4][CH:5]=[CH:6][CH:7]=1. Given the reactants [CH2:1]([C:8]1[C:9](=[O:16])[NH:10][C:11](=[S:15])[NH:12][C:13]=1[CH3:14])[C:2]1[CH:7]=[CH:6][CH:5]=[CH:4][CH:3]=1.C(=O)([O-])[O-].[K+].[K+].[CH2:23](I)[CH3:24], predict the reaction product. (7) Given the reactants C[O:2][C:3](=[O:23])[CH:4]([N:11]1[C:19]2[C:14](=[CH:15][CH:16]=[C:17]([Br:20])[CH:18]=2)[C:13](=[O:21])[C:12]1=[O:22])[CH2:5][CH:6]1[CH2:10][CH2:9][CH2:8][CH2:7]1.O.[OH-].[Li+], predict the reaction product. The product is: [Br:20][C:17]1[CH:18]=[C:19]2[C:14]([C:13](=[O:21])[C:12](=[O:22])[N:11]2[CH:4]([CH2:5][CH:6]2[CH2:7][CH2:8][CH2:9][CH2:10]2)[C:3]([OH:23])=[O:2])=[CH:15][CH:16]=1. (8) Given the reactants [CH3:1][O:2][C:3]1[CH:4]=[CH:5][C:6]([NH2:12])=[C:7]([CH:11]=1)[C:8]([NH2:10])=[O:9].[C:13]1([CH:23]=O)[C:22]2[C:17](=[CH:18][CH:19]=[CH:20][CH:21]=2)[CH:16]=[CH:15][CH:14]=1, predict the reaction product. The product is: [CH3:1][O:2][C:3]1[CH:11]=[C:7]2[C:6](=[CH:5][CH:4]=1)[N:12]=[C:23]([C:13]1[C:22]3[C:17](=[CH:18][CH:19]=[CH:20][CH:21]=3)[CH:16]=[CH:15][CH:14]=1)[NH:10][C:8]2=[O:9].